Dataset: Full USPTO retrosynthesis dataset with 1.9M reactions from patents (1976-2016). Task: Predict the reactants needed to synthesize the given product. (1) Given the product [Cl:1][C:2]1[CH:7]=[CH:6][CH:5]=[CH:4][C:3]=1[C:8]1[NH:9][C:10]2[C:15]([CH:16]=1)=[CH:14][C:13]([C:17]1[CH:25]=[CH:24][C:20]([C:21]([NH2:36])=[O:23])=[CH:19][C:18]=1[CH3:26])=[CH:12][CH:11]=2, predict the reactants needed to synthesize it. The reactants are: [Cl:1][C:2]1[CH:7]=[CH:6][CH:5]=[CH:4][C:3]=1[C:8]1[NH:9][C:10]2[C:15]([CH:16]=1)=[CH:14][C:13]([C:17]1[CH:25]=[CH:24][C:20]([C:21]([OH:23])=O)=[CH:19][C:18]=1[CH3:26])=[CH:12][CH:11]=2.C(=O)(O)[O-].[NH4+].C(OC1C=CC2C(=CC=CC=2)[N:36]1C(OCC)=O)C. (2) Given the product [CH:21]1([CH2:27][C:28]([O:1][C:2]2[C:11]3[C:6](=[N:7][CH:8]=[CH:9][CH:10]=3)[N:5]([C:12]3[CH:13]=[CH:14][CH:15]=[CH:16][CH:17]=3)[C:4](=[O:18])[CH:3]=2)=[O:29])[CH2:26][CH2:25][CH2:24][CH2:23][CH2:22]1, predict the reactants needed to synthesize it. The reactants are: [OH:1][C:2]1[C:11]2[C:6](=[N:7][CH:8]=[CH:9][CH:10]=2)[N:5]([C:12]2[CH:17]=[CH:16][CH:15]=[CH:14][CH:13]=2)[C:4](=[O:18])[CH:3]=1.[H-].[Na+].[CH:21]1([CH2:27][C:28](Cl)=[O:29])[CH2:26][CH2:25][CH2:24][CH2:23][CH2:22]1.O. (3) Given the product [NH2:8][C@@H:9]([CH2:14][S:15]([CH2:18][C:19]1[CH:24]=[N:23][CH:22]=[CH:21][N:20]=1)(=[O:16])=[O:17])[C:10]([O:12][CH3:13])=[O:11], predict the reactants needed to synthesize it. The reactants are: C(OC([NH:8][C@@H:9]([CH2:14][S:15]([CH2:18][C:19]1[CH:24]=[N:23][CH:22]=[CH:21][N:20]=1)(=[O:17])=[O:16])[C:10]([O:12][CH3:13])=[O:11])=O)(C)(C)C.Cl.O1CCOCC1. (4) Given the product [CH2:35]([O:37][CH2:38][C@H:4]1[CH2:3][CH2:2][C@H:1]([N:7]([CH2:21][CH2:22][CH:23]([CH3:24])[CH3:28])[C:8](=[O:20])[NH:9][C:10]2[S:11][C:12]([S:15][CH2:16][C:17]([OH:19])=[O:18])=[CH:13][N:14]=2)[CH2:6][CH2:5]1)[CH3:36], predict the reactants needed to synthesize it. The reactants are: [CH:1]1([N:7]([CH2:21][CH2:22][C:23]2[CH:28]=CC=C[CH:24]=2)[C:8](=[O:20])[NH:9][C:10]2[S:11][C:12]([S:15][CH2:16][C:17]([OH:19])=[O:18])=[CH:13][N:14]=2)[CH2:6][CH2:5][CH2:4][CH2:3][CH2:2]1.C(=O)CC(C)C.[CH2:35]([O:37][CH2:38][C@H]1CC[C@H](N)CC1)[CH3:36].COCC1CCC(N(CCC(C)C)C(=O)NC2SC(SCC(O)=O)=CN=2)CC1.C(OC(=O)CSC1SC(N)=NC=1)C.